The task is: Predict the reactants needed to synthesize the given product.. This data is from Full USPTO retrosynthesis dataset with 1.9M reactions from patents (1976-2016). (1) Given the product [CH3:43][O:42][C:40]([N:3]1[CH2:8][CH2:7][CH:6]([NH:9][C:10]([NH:12][C:13]2[N:14]=[C:15]3[CH:21]=[CH:20][N:19]([CH2:22][O:23][CH2:24][CH2:25][Si:26]([CH3:29])([CH3:28])[CH3:27])[C:16]3=[N:17][CH:18]=2)=[O:11])[CH2:5][CH2:4]1)=[O:41], predict the reactants needed to synthesize it. The reactants are: Cl.Cl.[NH:3]1[CH2:8][CH2:7][CH:6]([NH:9][C:10]([NH:12][C:13]2[N:14]=[C:15]3[CH:21]=[CH:20][N:19]([CH2:22][O:23][CH2:24][CH2:25][Si:26]([CH3:29])([CH3:28])[CH3:27])[C:16]3=[N:17][CH:18]=2)=[O:11])[CH2:5][CH2:4]1.C(N(CC)C(C)C)(C)C.Cl[C:40]([O:42][CH3:43])=[O:41]. (2) Given the product [N:12]1([C:1]([O:2][CH2:3][C:4]2[CH:9]=[CH:8][CH:7]=[CH:6][CH:5]=2)=[O:10])[CH2:17][CH2:16][CH2:15][CH:14]([C:18]([O:20][CH2:21][CH3:22])=[O:19])[CH2:13]1, predict the reactants needed to synthesize it. The reactants are: [C:1](Cl)(=[O:10])[O:2][CH2:3][C:4]1[CH:9]=[CH:8][CH:7]=[CH:6][CH:5]=1.[NH:12]1[CH2:17][CH2:16][CH2:15][CH:14]([C:18]([O:20][CH2:21][CH3:22])=[O:19])[CH2:13]1.C([O-])([O-])=O.[K+].[K+].C1COCC1. (3) Given the product [Br:1][C:2]1[C:7]([O:8][CH3:9])=[CH:6][N:5]([CH3:4])[C:17](=[O:16])[CH:3]=1, predict the reactants needed to synthesize it. The reactants are: [Br:1][C:2]1[C:7]([O:8][CH3:9])=[CH:6][N:5]=[C:4](Cl)[CH:3]=1.S([O:16][CH3:17])(OC)(=O)=O.C(#N)C.C([O-])(O)=O.[Na+]. (4) Given the product [CH2:1]([N:3]1[C:15]2[CH:14]=[CH:13][C:12]([C:19]3[CH:24]=[CH:23][CH:22]=[C:21]([Br:17])[CH:20]=3)=[CH:11][C:10]=2[C:9]2[C:4]1=[CH:5][CH:6]=[CH:7][CH:8]=2)[CH3:2], predict the reactants needed to synthesize it. The reactants are: [CH2:1]([N:3]1[C:15]2[CH:14]=[CH:13][C:12](Br)=[CH:11][C:10]=2[C:9]2[C:4]1=[CH:5][CH:6]=[CH:7][CH:8]=2)[CH3:2].[Br-:17].[Li+].[CH:19]1[CH:24]=[CH:23][CH:22]=[CH:21][CH:20]=1.O. (5) Given the product [CH3:12][Si:13]([CH3:18])([CH3:17])[CH2:14][CH2:15][O:16][C:7](=[O:8])[C:6]1[CH:10]=[CH:11][C:3]([CH2:2][I:26])=[CH:4][CH:5]=1, predict the reactants needed to synthesize it. The reactants are: Cl[CH2:2][C:3]1[CH:11]=[CH:10][C:6]([C:7](Cl)=[O:8])=[CH:5][CH:4]=1.[CH3:12][Si:13]([CH3:18])([CH3:17])[CH2:14][CH2:15][OH:16].C(N(CC)CC)C.[I-:26].[Na+]. (6) The reactants are: [OH:1][C:2]1[CH:6]([C:7]2[CH:12]=[CH:11][CH:10]=[CH:9][CH:8]=2)[CH2:5][C:4](=[O:13])[CH:3]=1.[CH:14](=O)[C:15]1[CH:20]=[CH:19][CH:18]=[CH:17][CH:16]=1.[CH3:22][C:23]1[C:31]2[C:26](=[CH:27][CH:28]=[CH:29][CH:30]=2)[NH:25][CH:24]=1. Given the product [OH:1][C:2]1[CH:6]([C:7]2[CH:12]=[CH:11][CH:10]=[CH:9][CH:8]=2)[CH2:5][C:4](=[O:13])[C:3]=1[CH:14]([C:24]1[NH:25][C:26]2[C:31]([C:23]=1[CH3:22])=[CH:30][CH:29]=[CH:28][CH:27]=2)[C:15]1[CH:20]=[CH:19][CH:18]=[CH:17][CH:16]=1, predict the reactants needed to synthesize it.